Dataset: Cav3 T-type calcium channel HTS with 100,875 compounds. Task: Binary Classification. Given a drug SMILES string, predict its activity (active/inactive) in a high-throughput screening assay against a specified biological target. (1) The compound is S(=O)(=O)(N1CCN(CC1)C(=O)COC(=O)COc1ccccc1)c1ccc(cc1)C. The result is 0 (inactive). (2) The drug is O=C(NCCCN1CCCCC1)c1cc2[nH]c(=O)n(CCCCC)c(=O)c2cc1. The result is 0 (inactive). (3) The molecule is Brc1cn2c(nc(COC(=O)C3Oc4c(OC3)cccc4)cc2=O)cc1. The result is 0 (inactive). (4) The molecule is N(c1ccc(N)cc1)c1ccccc1. The result is 0 (inactive). (5) The result is 0 (inactive). The compound is o1[nH]c2c(n1)c1c(nc(c1)C)cc2.